Dataset: Forward reaction prediction with 1.9M reactions from USPTO patents (1976-2016). Task: Predict the product of the given reaction. Given the reactants [OH:1][CH2:2][C@@H:3]1[CH2:8][NH:7][CH2:6][CH2:5][N:4]1[C:9](=[O:29])/[CH:10]=[CH:11]/[C:12]1[CH:17]=[CH:16][C:15]([C:18]([F:21])([F:20])[F:19])=[CH:14][C:13]=1[CH2:22][N:23]1[N:27]=[N:26][C:25]([CH3:28])=[N:24]1.C(O)(=O)C.[CH3:34][C:35]1[O:36][CH:37]=[C:38]([CH:40]=O)[N:39]=1.B.N1C=CC=CC=1C, predict the reaction product. The product is: [OH:1][CH2:2][C@@H:3]1[CH2:8][N:7]([CH2:40][C:38]2[N:39]=[C:35]([CH3:34])[O:36][CH:37]=2)[CH2:6][CH2:5][N:4]1[C:9](=[O:29])/[CH:10]=[CH:11]/[C:12]1[CH:17]=[CH:16][C:15]([C:18]([F:20])([F:21])[F:19])=[CH:14][C:13]=1[CH2:22][N:23]1[N:27]=[N:26][C:25]([CH3:28])=[N:24]1.